From a dataset of Full USPTO retrosynthesis dataset with 1.9M reactions from patents (1976-2016). Predict the reactants needed to synthesize the given product. (1) The reactants are: C([N-]C(C)C)(C)C.[Li+].[CH3:9][N:10]1[C:15](=[O:16])[C:14]2[CH:17]=[CH:18][S:19][C:13]=2[C:12]([CH2:20][CH:21]([CH3:23])[CH3:22])=[N:11]1.O.Cl.[C:26]1([CH:36]=[O:37])[C:35]2[C:30](=[CH:31][CH:32]=[CH:33][CH:34]=2)[CH:29]=[CH:28][CH:27]=1. Given the product [OH:37][CH:36]([C:18]1[S:19][C:13]2[C:12]([CH2:20][CH:21]([CH3:23])[CH3:22])=[N:11][N:10]([CH3:9])[C:15](=[O:16])[C:14]=2[CH:17]=1)[C:26]1[C:35]2[C:30](=[CH:31][CH:32]=[CH:33][CH:34]=2)[CH:29]=[CH:28][CH:27]=1, predict the reactants needed to synthesize it. (2) Given the product [CH3:1][C:2]1[C:6]2[CH:7]=[C:8]([C:11]([OH:13])=[O:12])[CH:9]=[CH:10][C:5]=2[O:4][CH:3]=1, predict the reactants needed to synthesize it. The reactants are: [CH3:1][C:2]1[C:6]2[CH:7]=[C:8]([C:11]([O:13]C)=[O:12])[CH:9]=[CH:10][C:5]=2[O:4][CH:3]=1.[OH-].[Na+]. (3) Given the product [Cl:13][C:14]1[N:15]=[C:16]([Cl:21])[N:17]=[C:18]([NH:1][C:2]2[CH:7]=[CH:6][N:5]=[C:4]([C:8]3([C:11]#[N:12])[CH2:9][CH2:10]3)[CH:3]=2)[N:19]=1, predict the reactants needed to synthesize it. The reactants are: [NH2:1][C:2]1[CH:7]=[CH:6][N:5]=[C:4]([C:8]2([C:11]#[N:12])[CH2:10][CH2:9]2)[CH:3]=1.[Cl:13][C:14]1[N:19]=[C:18](Cl)[N:17]=[C:16]([Cl:21])[N:15]=1.C([O-])(O)=O.[Na+]. (4) Given the product [ClH:13].[CH3:12][C:8]1[N:7]=[C:6]([CH2:5][OH:4])[CH:11]=[CH:10][CH:9]=1, predict the reactants needed to synthesize it. The reactants are: C([O:4][CH2:5][C:6]1[CH:11]=[CH:10][CH:9]=[C:8]([CH3:12])[N:7]=1)(=O)C.[ClH:13]. (5) Given the product [C:34]([O:33][C:32](=[O:38])[NH:31][CH2:28][C:29]1[N:3]=[N:2][N:1]([CH2:4][CH2:5][CH2:6][CH2:7][N:8]2[CH:12]=[C:11]([C:13](=[O:14])[NH:15][CH2:16][C:17]3[CH:22]=[CH:21][CH:20]=[C:19]([O:23][C:24]([F:27])([F:26])[F:25])[CH:18]=3)[N:10]=[N:9]2)[CH:30]=1)([CH3:37])([CH3:36])[CH3:35], predict the reactants needed to synthesize it. The reactants are: [N:1]([CH2:4][CH2:5][CH2:6][CH2:7][N:8]1[CH:12]=[C:11]([C:13]([NH:15][CH2:16][C:17]2[CH:22]=[CH:21][CH:20]=[C:19]([O:23][C:24]([F:27])([F:26])[F:25])[CH:18]=2)=[O:14])[N:10]=[N:9]1)=[N+:2]=[N-:3].[CH2:28]([NH:31][C:32](=[O:38])[O:33][C:34]([CH3:37])([CH3:36])[CH3:35])[C:29]#[CH:30].O=C1O[C@H]([C@H](CO)O)C(O)=C1O. (6) Given the product [NH2:8][CH2:7][C:9]1([F:22])[CH2:14][CH2:13][CH2:12][N:11]([C:15]([O:17][C:18]([CH3:20])([CH3:19])[CH3:21])=[O:16])[CH2:10]1, predict the reactants needed to synthesize it. The reactants are: [H-].[Al+3].[Li+].[H-].[H-].[H-].[C:7]([C:9]1([F:22])[CH2:14][CH2:13][CH2:12][N:11]([C:15]([O:17][C:18]([CH3:21])([CH3:20])[CH3:19])=[O:16])[CH2:10]1)#[N:8]. (7) Given the product [CH3:1][C:2]1[C:6]([C:7]([N:28]2[CH2:29][CH2:30][CH:25]([N:20]3[CH2:24][CH2:23][CH2:22][CH2:21]3)[CH2:26][CH2:27]2)=[O:9])=[C:5]([CH3:10])[N:4]([C:11]2[CH:16]=[CH:15][CH:14]=[C:13]([N+:17]([O-:19])=[O:18])[CH:12]=2)[N:3]=1, predict the reactants needed to synthesize it. The reactants are: [CH3:1][C:2]1[C:6]([C:7]([OH:9])=O)=[C:5]([CH3:10])[N:4]([C:11]2[CH:16]=[CH:15][CH:14]=[C:13]([N+:17]([O-:19])=[O:18])[CH:12]=2)[N:3]=1.[N:20]1([CH:25]2[CH2:30][CH2:29][NH:28][CH2:27][CH2:26]2)[CH2:24][CH2:23][CH2:22][CH2:21]1. (8) Given the product [C:2](=[O:3])([O:20][CH2:19][CH2:18][O:17][CH2:16][CH2:15][O:14][CH2:13][CH2:12][O:11][CH3:10])[O:4][CH:5]([Cl:9])[CH:6]([CH3:8])[CH3:7], predict the reactants needed to synthesize it. The reactants are: Cl[C:2]([O:4][CH:5]([Cl:9])[CH:6]([CH3:8])[CH3:7])=[O:3].[CH3:10][O:11][CH2:12][CH2:13][O:14][CH2:15][CH2:16][O:17][CH2:18][CH2:19][OH:20].N1C=CC=CC=1. (9) Given the product [ClH:15].[Cl:15][C:16]1[CH:17]=[C:18]2[C:23](=[CH:24][CH:25]=1)[CH:22]=[C:21]([S:26]([N:29]1[CH2:30][CH2:31][N:32]([C:11]([C:9]3[O:10][C:4]4[CH2:3][N:2]([CH3:1])[CH2:7][CH2:6][C:5]=4[CH:8]=3)=[O:13])[CH2:33][CH2:34]1)(=[O:27])=[O:28])[CH:20]=[CH:19]2, predict the reactants needed to synthesize it. The reactants are: [CH3:1][N:2]1[CH2:7][CH2:6][C:5]2[CH:8]=[CH:9][O:10][C:4]=2[CH2:3]1.[C:11](=[O:13])=O.Cl.[Cl:15][C:16]1[CH:17]=[C:18]2[C:23](=[CH:24][CH:25]=1)[CH:22]=[C:21]([S:26]([N:29]1[CH2:34][CH2:33][NH:32][CH2:31][CH2:30]1)(=[O:28])=[O:27])[CH:20]=[CH:19]2.CN(CCCN=C=NCC)C.ON1C2C=CC=CC=2N=N1.C(N(C(C)C)CC)(C)C.